This data is from Peptide-MHC class II binding affinity with 134,281 pairs from IEDB. The task is: Regression. Given a peptide amino acid sequence and an MHC pseudo amino acid sequence, predict their binding affinity value. This is MHC class II binding data. (1) The peptide sequence is EAGKATTEEQKLIED. The MHC is DRB1_0401 with pseudo-sequence DRB1_0401. The binding affinity (normalized) is 0.239. (2) The peptide sequence is TEAFSTAWQAACKKP. The MHC is HLA-DPA10301-DPB10402 with pseudo-sequence HLA-DPA10301-DPB10402. The binding affinity (normalized) is 0.169. (3) The peptide sequence is SKLTYENVKMEDVGY. The MHC is HLA-DQA10301-DQB10302 with pseudo-sequence HLA-DQA10301-DQB10302. The binding affinity (normalized) is 0.176. (4) The peptide sequence is LGFSSEVLKLKDEVR. The MHC is DRB1_1302 with pseudo-sequence DRB1_1302. The binding affinity (normalized) is 0.218. (5) The MHC is DRB1_0401 with pseudo-sequence DRB1_0401. The binding affinity (normalized) is 0.248. The peptide sequence is FKCDRGSISIVNN. (6) The peptide sequence is AVQVTFTVQKGSDPKKLVLNIKYTRPGDSL. The MHC is DRB1_0301 with pseudo-sequence DRB1_0301. The binding affinity (normalized) is 0.495. (7) The peptide sequence is RQSGATIADVLAEKE. The MHC is DRB3_0202 with pseudo-sequence DRB3_0202. The binding affinity (normalized) is 0. (8) The peptide sequence is INISGYNLSLSAAVK. The MHC is H-2-IAb with pseudo-sequence H-2-IAb. The binding affinity (normalized) is 0.571.